Dataset: Forward reaction prediction with 1.9M reactions from USPTO patents (1976-2016). Task: Predict the product of the given reaction. Given the reactants [F:1][C:2]1[CH:7]=[CH:6][CH:5]=[CH:4][C:3]=1[C:8](=[O:10])[CH3:9].[CH3:11][NH:12][CH3:13].[CH2:14]=O.Cl, predict the reaction product. The product is: [CH3:11][N:12]([CH3:14])[CH2:13][CH2:9][C:8]([C:3]1[CH:4]=[CH:5][CH:6]=[CH:7][C:2]=1[F:1])=[O:10].